Dataset: Full USPTO retrosynthesis dataset with 1.9M reactions from patents (1976-2016). Task: Predict the reactants needed to synthesize the given product. (1) Given the product [CH3:14][S:15][CH:2]([C:4]1[CH:5]=[CH:6][C:7]([C:10]([Cl:13])([Cl:12])[Cl:11])=[N:8][CH:9]=1)[CH3:3], predict the reactants needed to synthesize it. The reactants are: Br[CH:2]([C:4]1[CH:5]=[CH:6][C:7]([C:10]([Cl:13])([Cl:12])[Cl:11])=[N:8][CH:9]=1)[CH3:3].[CH3:14][S-:15].[Na+]. (2) Given the product [CH:23]([N:26]([CH:27]([CH3:29])[CH3:28])[C:4](=[O:6])/[CH:3]=[C:2](\[CH3:1])/[CH2:7][CH2:8][CH3:9])([CH3:25])[CH3:24], predict the reactants needed to synthesize it. The reactants are: [CH3:1]/[C:2](/[CH2:7][CH2:8][CH3:9])=[CH:3]\[C:4]([OH:6])=O.ClC(OCC)=O.C(N(CC)CC)C.[CH:23]([NH:26][CH:27]([CH3:29])[CH3:28])([CH3:25])[CH3:24].Cl. (3) The reactants are: Br[C:2]1[CH:20]=[CH:19][C:5]([C:6]([NH:8][C:9]2[CH:14]=[C:13]([C:15]([F:18])([F:17])[F:16])[CH:12]=[CH:11][N:10]=2)=[O:7])=[CH:4][C:3]=1[C:21]#[N:22].[CH3:23][C:24]1([CH3:40])[C:28]([CH3:30])([CH3:29])[O:27][B:26]([B:26]2[O:27][C:28]([CH3:30])([CH3:29])[C:24]([CH3:40])([CH3:23])[O:25]2)[O:25]1.C([O-])(=O)C.[K+]. Given the product [C:21]([C:3]1[CH:4]=[C:5]([CH:19]=[CH:20][C:2]=1[B:26]1[O:27][C:28]([CH3:30])([CH3:29])[C:24]([CH3:40])([CH3:23])[O:25]1)[C:6]([NH:8][C:9]1[CH:14]=[C:13]([C:15]([F:18])([F:17])[F:16])[CH:12]=[CH:11][N:10]=1)=[O:7])#[N:22], predict the reactants needed to synthesize it. (4) Given the product [NH2:19][C:18]1[C:13]2[N:14]([C:10]([CH:9]([F:45])[F:8])=[CH:11][N:12]=2)[CH2:15][C@:16]([C:28]2[CH:33]=[C:32]([NH:34][C:35]([C:37]3[CH:42]=[CH:41][C:40]([F:43])=[CH:39][N:38]=3)=[O:36])[CH:31]=[CH:30][C:29]=2[F:44])([CH3:27])[N:17]=1, predict the reactants needed to synthesize it. The reactants are: FC(F)(F)C(O)=O.[F:8][CH:9]([F:45])[C:10]1[N:14]2[CH2:15][C@:16]([C:28]3[CH:33]=[C:32]([NH:34][C:35]([C:37]4[CH:42]=[CH:41][C:40]([F:43])=[CH:39][N:38]=4)=[O:36])[CH:31]=[CH:30][C:29]=3[F:44])([CH3:27])[N:17]=[C:18]([NH:19]C(=O)OC(C)(C)C)[C:13]2=[N:12][CH:11]=1. (5) Given the product [CH3:39][C@@:29]12[C@H:28]3[CH2:27][CH2:26][C@@:25]4([CH3:40])[C@H:24]([C@@H:37]3[CH2:36][CH:35]=[C:34]1[NH:33][C:32](=[O:38])[CH2:31][CH2:30]2)[CH2:23][CH:22]=[C:21]4[C:6]1[CH:11]=[N:10][CH:9]=[CH:8][N:7]=1, predict the reactants needed to synthesize it. The reactants are: C([Sn](CCCC)(CCCC)[C:6]1[CH:11]=[N:10][CH:9]=[CH:8][N:7]=1)CCC.I[C:21]1[C@@:25]2([CH3:40])[CH2:26][CH2:27][C@H:28]3[C@H:37]([C@@H:24]2[CH2:23][CH:22]=1)[CH2:36][CH:35]=[C:34]1[C@:29]3([CH3:39])[CH2:30][CH2:31][C:32](=[O:38])[NH:33]1. (6) Given the product [ClH:1].[ClH:1].[C:32]([N:28]1[CH2:27][CH2:26][C:25]2[C:30](=[CH:31][C:22]([O:21][CH2:20][C:8]3([C:6]([OH:7])=[O:5])[CH2:9][CH2:10][N:11]([C:14]4[CH:15]=[CH:16][N:17]=[CH:18][CH:19]=4)[CH2:12][CH2:13]3)=[CH:23][CH:24]=2)[CH2:29]1)(=[NH:33])[NH2:34], predict the reactants needed to synthesize it. The reactants are: [ClH:1].Cl.C([O:5][C:6]([C:8]1([CH2:20][O:21][C:22]2[CH:31]=[C:30]3[C:25]([CH2:26][CH2:27][N:28]([C:32](=[NH:34])[NH2:33])[CH2:29]3)=[CH:24][CH:23]=2)[CH2:13][CH2:12][N:11]([C:14]2[CH:19]=[CH:18][N:17]=[CH:16][CH:15]=2)[CH2:10][CH2:9]1)=[O:7])C.